This data is from Full USPTO retrosynthesis dataset with 1.9M reactions from patents (1976-2016). The task is: Predict the reactants needed to synthesize the given product. (1) Given the product [CH3:1][O:2][C:3]1[CH:4]=[CH:5][C:6]([CH2:7][N:8]2[C:16]3[C:11](=[CH:12][CH:13]=[CH:14][CH:15]=3)[C:10]([C:17]([OH:19])=[O:18])=[N:9]2)=[CH:21][CH:22]=1, predict the reactants needed to synthesize it. The reactants are: [CH3:1][O:2][C:3]1[CH:22]=[CH:21][C:6]([CH2:7][N:8]2[C:16]3[C:11](=[CH:12][CH:13]=[CH:14][CH:15]=3)[C:10]([C:17]([O:19]C)=[O:18])=[N:9]2)=[CH:5][CH:4]=1.[OH-].[Na+]. (2) Given the product [CH2:30]([N:24]1[C:23]2[CH:32]=[CH:33][C:20]([C:11]3[C:12]([C:13]4[CH:14]=[C:15]([CH3:19])[CH:16]=[CH:17][CH:18]=4)=[N:8][N:9]([CH2:36][CH:37]=[O:38])[CH:10]=3)=[CH:21][C:22]=2[N:26]([CH2:27][CH3:28])[C:25]1=[O:29])[CH3:31], predict the reactants needed to synthesize it. The reactants are: C(OC(=O)C[N:8]1[C:12]([C:13]2[CH:14]=[C:15]([CH3:19])[CH:16]=[CH:17][CH:18]=2)=[C:11]([C:20]2[CH:33]=[CH:32][C:23]3[N:24]([CH2:30][CH3:31])[C:25](=[O:29])[N:26]([CH2:27][CH3:28])[C:22]=3[CH:21]=2)[CH:10]=[N:9]1)(C)(C)C.Br[CH2:36][C:37](OC(C)(C)C)=[O:38].O.I([O-])(=O)(=O)=O.[Na+]. (3) Given the product [CH3:1][C:2]1[CH:3]=[CH:4][C:5]([S:8]([O:11][CH2:12][CH:13]2[O:18][C:17]3[C:19]([CH:26]=[O:29])=[C:20]([N+:23]([O-:25])=[O:24])[CH:21]=[CH:22][C:16]=3[O:15][CH2:14]2)(=[O:10])=[O:9])=[CH:6][CH:7]=1, predict the reactants needed to synthesize it. The reactants are: [CH3:1][C:2]1[CH:7]=[CH:6][C:5]([S:8]([O:11][CH2:12][C@@H:13]2[O:18][C:17]3[C:19]([CH:26]=CC)=[C:20]([N+:23]([O-:25])=[O:24])[CH:21]=[CH:22][C:16]=3[O:15][CH2:14]2)(=[O:10])=[O:9])=[CH:4][CH:3]=1.[O:29]=[O+][O-].C(N(C(C)C)CC)(C)C. (4) Given the product [OH:11][C@H:10]([C:12]1[C:13]([CH3:22])=[C:14]2[C:18](=[CH:19][CH:20]=1)[C:17](=[O:21])[O:16][CH2:15]2)[CH2:9][N:6]1[CH2:7][CH2:8][CH:3]([NH:2][C:32](=[O:33])[C:31]2[CH:35]=[CH:36][C:28]([N:23]3[CH:27]=[N:26][N:25]=[N:24]3)=[CH:29][CH:30]=2)[CH2:4][CH2:5]1, predict the reactants needed to synthesize it. The reactants are: Cl.[NH2:2][CH:3]1[CH2:8][CH2:7][N:6]([CH2:9][C@@H:10]([C:12]2[C:13]([CH3:22])=[C:14]3[C:18](=[CH:19][CH:20]=2)[C:17](=[O:21])[O:16][CH2:15]3)[OH:11])[CH2:5][CH2:4]1.[N:23]1([C:28]2[CH:36]=[CH:35][C:31]([C:32](O)=[O:33])=[CH:30][CH:29]=2)[CH:27]=[N:26][N:25]=[N:24]1.